From a dataset of Catalyst prediction with 721,799 reactions and 888 catalyst types from USPTO. Predict which catalyst facilitates the given reaction. (1) Reactant: [CH3:1][N:2]1[CH2:6][CH2:5][CH2:4][C@H:3]1[C:7]([OH:9])=O.CN(C(ON1N=[N:25][C:20]2[CH:21]=[CH:22][CH:23]=[N:24][C:19]1=2)=[N+](C)C)C.F[P-](F)(F)(F)(F)F.CCN(C(C)C)C(C)C.[F:43][C:44]1[CH:52]=[C:51]2[C:47]([C:48]([C:62]3C=CC4N(CCC(N)=O)C(=O)[O:68][C:64]=4[CH:63]=3)=[CH:49][N:50]2S(C2C=CC=CC=2)(=O)=O)=[CH:46][CH:45]=1. Product: [F:43][C:44]1[CH:52]=[C:51]2[C:47]([C:48]([C:62]3[CH:21]=[CH:22][C:23]4[N:24]=[C:19]([CH2:20][NH:25][C:7]([C@@H:3]5[CH2:4][CH2:5][CH2:6][N:2]5[CH3:1])=[O:9])[O:68][C:64]=4[CH:63]=3)=[CH:49][NH:50]2)=[CH:46][CH:45]=1. The catalyst class is: 118. (2) Reactant: [Cl:1][C:2]1[CH:3]=[C:4]2[C:8](=[CH:9][CH:10]=1)[N:7]([CH2:11][CH2:12][N:13]1[CH2:18][CH2:17][NH:16][CH2:15][CH2:14]1)[C:6]([CH2:19][N:20]1[C:24]3=[CH:25][N:26]=[CH:27][CH:28]=[C:23]3[C:22]3([CH2:30][CH2:29]3)[C:21]1=[O:31])=[CH:5]2.C(N(CC)CC)C.[CH3:39][S:40](Cl)(=[O:42])=[O:41]. Product: [Cl:1][C:2]1[CH:3]=[C:4]2[C:8](=[CH:9][CH:10]=1)[N:7]([CH2:11][CH2:12][N:13]1[CH2:14][CH2:15][N:16]([S:40]([CH3:39])(=[O:42])=[O:41])[CH2:17][CH2:18]1)[C:6]([CH2:19][N:20]1[C:24]3=[CH:25][N:26]=[CH:27][CH:28]=[C:23]3[C:22]3([CH2:30][CH2:29]3)[C:21]1=[O:31])=[CH:5]2. The catalyst class is: 4. (3) Reactant: [Cl:1][C:2]1[CH:3]=[CH:4][C:5]([OH:11])=[C:6]([CH:10]=1)[C:7]([OH:9])=O.ClC1C=CC(COC2C=CC(F)=CC=2F)=C(C=1)C([NH:20][C@H:21]([C:23]1[CH:32]=[CH:31][C:26]([C:27]([O:29][CH3:30])=[O:28])=[CH:25][CH:24]=1)[CH3:22])=O.Cl.CN(C)CCCN=C=NCC.O.ON1C2C=CC=CC=2N=N1.C(N(CC)CC)C.C(=O)(O)[O-].[Na+]. Product: [Cl:1][C:2]1[CH:3]=[CH:4][C:5]([OH:11])=[C:6]([CH:10]=1)[C:7]([NH:20][C@H:21]([C:23]1[CH:32]=[CH:31][C:26]([C:27]([O:29][CH3:30])=[O:28])=[CH:25][CH:24]=1)[CH3:22])=[O:9]. The catalyst class is: 4.